From a dataset of TCR-epitope binding with 47,182 pairs between 192 epitopes and 23,139 TCRs. Binary Classification. Given a T-cell receptor sequence (or CDR3 region) and an epitope sequence, predict whether binding occurs between them. The epitope is FIAGLIAIV. The TCR CDR3 sequence is CASSYPVGQGIVYEQYF. Result: 1 (the TCR binds to the epitope).